Task: Regression. Given two drug SMILES strings and cell line genomic features, predict the synergy score measuring deviation from expected non-interaction effect.. Dataset: NCI-60 drug combinations with 297,098 pairs across 59 cell lines (1) Drug 1: C1CCC(CC1)NC(=O)N(CCCl)N=O. Drug 2: CC1=CC=C(C=C1)C2=CC(=NN2C3=CC=C(C=C3)S(=O)(=O)N)C(F)(F)F. Cell line: HOP-62. Synergy scores: CSS=12.6, Synergy_ZIP=0.316, Synergy_Bliss=5.06, Synergy_Loewe=1.78, Synergy_HSA=2.34. (2) Drug 1: CC1OCC2C(O1)C(C(C(O2)OC3C4COC(=O)C4C(C5=CC6=C(C=C35)OCO6)C7=CC(=C(C(=C7)OC)O)OC)O)O. Drug 2: CS(=O)(=O)CCNCC1=CC=C(O1)C2=CC3=C(C=C2)N=CN=C3NC4=CC(=C(C=C4)OCC5=CC(=CC=C5)F)Cl. Cell line: MDA-MB-231. Synergy scores: CSS=21.5, Synergy_ZIP=1.47, Synergy_Bliss=5.61, Synergy_Loewe=-3.72, Synergy_HSA=3.00. (3) Drug 1: CC(C1=C(C=CC(=C1Cl)F)Cl)OC2=C(N=CC(=C2)C3=CN(N=C3)C4CCNCC4)N. Drug 2: CC1=C2C(C(=O)C3(C(CC4C(C3C(C(C2(C)C)(CC1OC(=O)C(C(C5=CC=CC=C5)NC(=O)OC(C)(C)C)O)O)OC(=O)C6=CC=CC=C6)(CO4)OC(=O)C)OC)C)OC. Cell line: SK-OV-3. Synergy scores: CSS=37.0, Synergy_ZIP=-0.563, Synergy_Bliss=-1.77, Synergy_Loewe=-15.5, Synergy_HSA=-1.41.